Dataset: Full USPTO retrosynthesis dataset with 1.9M reactions from patents (1976-2016). Task: Predict the reactants needed to synthesize the given product. (1) Given the product [NH:6]1[C:10](=[O:11])[CH2:9][CH2:8][C@H:7]1[C:12]([O:14][C:21]([CH3:20])([CH3:22])[CH3:23])=[O:13], predict the reactants needed to synthesize it. The reactants are: Cl(O)(=O)(=O)=O.[NH:6]1[C:10](=[O:11])[CH2:9][CH2:8][C@H:7]1[C:12]([OH:14])=[O:13].C(OC[CH2:20][CH2:21][CH3:22])(=O)C.[C:23](=O)([O-])[O-].[Na+].[Na+]. (2) Given the product [CH2:8]([N:5]1[CH:6]=[CH:2][N:3]=[C:4]1[C:10]1[CH:15]=[CH:14][CH:13]=[CH:12][CH:11]=1)[CH3:9], predict the reactants needed to synthesize it. The reactants are: Br[C:2]1[N:3]=[C:4]([C:10]2[CH:15]=[CH:14][CH:13]=[CH:12][CH:11]=2)[N:5]([CH2:8][CH3:9])[C:6]=1Br.[Li]CCCC. (3) Given the product [CH3:28][N:9]1[C:8]2[C:3](=[O:2])[NH:4][CH:5]=[CH:6][C:7]=2[C:11]([C:12]2[CH:17]=[C:16]([N+:18]([O-:20])=[O:19])[CH:15]=[CH:14][C:13]=2[NH:21][C:22]2[CH:27]=[CH:26][CH:25]=[CH:24][N:23]=2)=[CH:10]1, predict the reactants needed to synthesize it. The reactants are: C[O:2][C:3]1[N:4]=[CH:5][CH:6]=[C:7]2[C:11]([C:12]3[CH:17]=[C:16]([N+:18]([O-:20])=[O:19])[CH:15]=[CH:14][C:13]=3[NH:21][C:22]3[CH:27]=[CH:26][CH:25]=[CH:24][N:23]=3)=[CH:10][N:9]([CH3:28])[C:8]=12.Cl. (4) Given the product [Br:1][C:2]1[CH:3]=[C:4]2[N:10]=[C:9]([C:11]3[CH:20]=[CH:19][C:14]([O:15][CH2:16][CH2:17][Cl:23])=[CH:13][CH:12]=3)[NH:8][C:5]2=[N:6][CH:7]=1, predict the reactants needed to synthesize it. The reactants are: [Br:1][C:2]1[CH:3]=[C:4]2[N:10]=[C:9]([C:11]3[CH:20]=[CH:19][C:14]([O:15][CH2:16][CH2:17]O)=[CH:13][CH:12]=3)[NH:8][C:5]2=[N:6][CH:7]=1.S(Cl)([Cl:23])=O. (5) Given the product [Br:1][C:2]1[CH:7]=[CH:6][N:5]2[C:11](=[O:12])[C:10]([CH2:14][CH2:13][Br:18])=[CH:9][N:8]=[C:4]2[CH:3]=1, predict the reactants needed to synthesize it. The reactants are: [Br:1][C:2]1[CH:7]=[CH:6][N:5]=[C:4]([N:8]=[CH:9][CH:10]2[CH2:14][CH2:13][O:12][C:11]2=O)[CH:3]=1.P(Br)(Br)([Br:18])=O.